From a dataset of Reaction yield outcomes from USPTO patents with 853,638 reactions. Predict the reaction yield, written as a fraction of the theoretical maximum amount of product (1.0 means a 100% yield; for example, 0.34 means a 34% yield). The reactants are [NH2:1][C:2]1[CH:36]=[CH:35][C:5]([O:6][C:7]2[CH:12]=[CH:11][N:10]=[C:9]3[CH:13]=[C:14]([C:16]4[CH:17]=[C:18]([CH:32]=[CH:33][CH:34]=4)[CH2:19][N:20]([CH2:28][CH2:29][O:30][CH3:31])[C:21](=[O:27])[O:22][C:23]([CH3:26])([CH3:25])[CH3:24])[S:15][C:8]=23)=[C:4]([F:37])[CH:3]=1.[C:38]1([CH2:44][C:45]([N:47]=[C:48]=[S:49])=[O:46])[CH:43]=[CH:42][CH:41]=[CH:40][CH:39]=1. The catalyst is C1COCC1. The product is [F:37][C:4]1[CH:3]=[C:2]([NH:1][C:48]([NH:47][C:45](=[O:46])[CH2:44][C:38]2[CH:39]=[CH:40][CH:41]=[CH:42][CH:43]=2)=[S:49])[CH:36]=[CH:35][C:5]=1[O:6][C:7]1[CH:12]=[CH:11][N:10]=[C:9]2[CH:13]=[C:14]([C:16]3[CH:17]=[C:18]([CH:32]=[CH:33][CH:34]=3)[CH2:19][N:20]([CH2:28][CH2:29][O:30][CH3:31])[C:21](=[O:27])[O:22][C:23]([CH3:26])([CH3:25])[CH3:24])[S:15][C:8]=12. The yield is 0.900.